From a dataset of HIV replication inhibition screening data with 41,000+ compounds from the AIDS Antiviral Screen. Binary Classification. Given a drug SMILES string, predict its activity (active/inactive) in a high-throughput screening assay against a specified biological target. (1) The drug is Cc1cn(CCOCCOC(=O)NC(CCCNC(=N)N)C(=O)O)c(=O)[nH]c1=O. The result is 0 (inactive). (2) The drug is CC(=O)OC1CCC2C3CCC4=C(O)C(=O)C(C#N)CC4(C)C3CCC12C. The result is 0 (inactive). (3) The molecule is FC(F)(F)c1ccc(C=[N+]2N=C(c3ccncc3)[OH+][Ni-2]23[OH+]C(c2ccncc2)=N[N+]3=Cc2ccc(C(F)(F)F)cc2)cc1. The result is 0 (inactive). (4) The molecule is CNC(=S)NN=C(C)C(=NNC(=S)NC)c1ccccc1. The result is 0 (inactive). (5) The drug is c1csc(-c2sc(-c3ccsc3)cc2Cc2ccsc2)c1. The result is 0 (inactive). (6) The compound is Cn1c(=O)oc2cc(C(=O)CN3CCN(Cc4ccc5c(c4)OCO5)CC3)c(Cl)cc21. The result is 0 (inactive).